The task is: Predict the reaction yield, written as a fraction of the theoretical maximum amount of product (1.0 means a 100% yield; for example, 0.34 means a 34% yield).. This data is from Reaction yield outcomes from USPTO patents with 853,638 reactions. (1) The reactants are Cl[CH2:2][C:3]1[CH:4]=[C:5]([CH:14]=[CH:15][CH:16]=1)[O:6][C:7]1[CH:12]=[CH:11][CH:10]=[C:9]([CH3:13])[N:8]=1.[CH2:17]([O:19][P:20]([O:24]CC)[O:21][CH2:22][CH3:23])[CH3:18].O. The catalyst is C(OCC)(=O)C. The product is [CH3:13][C:9]1[N:8]=[C:7]([O:6][C:5]2[CH:4]=[C:3]([CH:16]=[CH:15][CH:14]=2)[CH2:2][P:20](=[O:24])([O:21][CH2:22][CH3:23])[O:19][CH2:17][CH3:18])[CH:12]=[CH:11][CH:10]=1. The yield is 0.820. (2) The reactants are [NH2:1][C:2]1[CH:15]=[CH:14][C:5]([O:6][C:7]2[CH:12]=[CH:11][N:10]=[C:9]([NH2:13])[CH:8]=2)=[CH:4][C:3]=1[Cl:16].C(N(CC)CC)C.Cl[C:25](OC1C=CC=CC=1)=[O:26].[CH3:34][N:35]1[CH2:40][CH2:39][N:38]([CH2:41][CH2:42][CH2:43][NH2:44])[CH2:37][CH2:36]1. The catalyst is O1CCCC1.CO.C(OCC)(=O)C.CN(C)C=O. The product is [NH2:1][C:2]1[CH:15]=[CH:14][C:5]([O:6][C:7]2[CH:12]=[CH:11][N:10]=[C:9]([NH:13][C:25]([NH:44][CH2:43][CH2:42][CH2:41][N:38]3[CH2:39][CH2:40][N:35]([CH3:34])[CH2:36][CH2:37]3)=[O:26])[CH:8]=2)=[CH:4][C:3]=1[Cl:16]. The yield is 0.519. (3) The reactants are Br[C:2]1[CH:3]=[CH:4][CH:5]=[C:6]2[C:11]=1[CH:10]=[C:9]([N:12]([CH2:20][C:21]1[CH:26]=[CH:25][CH:24]=[CH:23][CH:22]=1)[CH2:13][C:14]1[CH:19]=[CH:18][CH:17]=[CH:16][CH:15]=1)[CH:8]=[CH:7]2.CCCCCC.C([Li])CCC.[CH3:38][N:39]1[CH2:44][CH2:43][C:42](=[O:45])[CH2:41][CH2:40]1. The catalyst is O1CCCC1. The product is [CH2:20]([N:12]([CH2:13][C:14]1[CH:19]=[CH:18][CH:17]=[CH:16][CH:15]=1)[C:9]1[CH:10]=[C:11]2[C:6]([CH:5]=[CH:4][CH:3]=[C:2]2[C:42]2([OH:45])[CH2:43][CH2:44][N:39]([CH3:38])[CH2:40][CH2:41]2)=[CH:7][CH:8]=1)[C:21]1[CH:22]=[CH:23][CH:24]=[CH:25][CH:26]=1. The yield is 0.690. (4) The reactants are N[C:2]1[CH:7]=[C:6]([C:8]([F:11])([F:10])[F:9])[CH:5]=[CH:4][C:3]=1[S:12]([NH:15][C:16]1[CH:17]=[CH:18][C:19]([Cl:26])=[C:20]2[C:25]=1[N:24]=[CH:23][CH:22]=[CH:21]2)(=[O:14])=[O:13].N(OC(C)(C)C)=O. The catalyst is CC(O)=O. The product is [Cl:26][C:19]1[CH:18]=[C:17]2[C:16](=[C:25]3[C:20]=1[CH:21]=[CH:22][CH:23]=[N:24]3)[NH:15][S:12](=[O:13])(=[O:14])[C:3]1[C:2]2=[CH:7][C:6]([C:8]([F:11])([F:9])[F:10])=[CH:5][CH:4]=1. The yield is 0.330. (5) The reactants are [CH3:1][N:2]1[CH2:7][CH2:6][CH:5]([NH2:8])[CH2:4][CH2:3]1.C([O-])([O-])=O.[K+].[K+].N1CCC[C@H]1C(O)=O.[CH3:23][O:24][C:25]1[CH:66]=[CH:65][C:28]([CH2:29][N:30]2[C:34]3=[N:35][CH:36]=[CH:37][C:38]([O:39][C:40]4[CH:45]=[CH:44][C:43]([NH:46][C:47]5[N:62]=[CH:61][CH:60]=[CH:59][C:48]=5[C:49]([NH:51][C:52]5[CH:57]=[CH:56][C:55]([F:58])=[CH:54][CH:53]=5)=[O:50])=[CH:42][C:41]=4[F:63])=[C:33]3[C:32](I)=[N:31]2)=[CH:27][CH:26]=1. The catalyst is CS(C)=O.O.C(Cl)Cl. The product is [CH3:23][O:24][C:25]1[CH:26]=[CH:27][C:28]([CH2:29][N:30]2[C:34]3=[N:35][CH:36]=[CH:37][C:38]([O:39][C:40]4[CH:45]=[CH:44][C:43]([NH:46][C:47]5[N:62]=[CH:61][CH:60]=[CH:59][C:48]=5[C:49]([NH:51][C:52]5[CH:57]=[CH:56][C:55]([F:58])=[CH:54][CH:53]=5)=[O:50])=[CH:42][C:41]=4[F:63])=[C:33]3[C:32]([NH:8][CH:5]3[CH2:6][CH2:7][N:2]([CH3:1])[CH2:3][CH2:4]3)=[N:31]2)=[CH:65][CH:66]=1. The yield is 0.110. (6) The reactants are C(N(CC)CC)C.[Br:8][CH2:9][C:10](Br)=[O:11].[CH3:13][O:14][C:15]1[CH:16]=[C:17]([CH:19]=[C:20]([O:24][CH3:25])[C:21]=1[O:22][CH3:23])[NH2:18]. The catalyst is O1CCCC1. The product is [Br:8][CH2:9][C:10]([NH:18][C:17]1[CH:19]=[C:20]([O:24][CH3:25])[C:21]([O:22][CH3:23])=[C:15]([O:14][CH3:13])[CH:16]=1)=[O:11]. The yield is 0.870. (7) The product is [CH:17]1[N:16]=[CH:15][N:11]2[CH2:12][CH2:13][CH2:14][C:9](=[O:8])[C:10]=12. The catalyst is CO.[Pd]. The reactants are C([O:8][C:9]1[C:10]2[N:11]([CH:15]=[N:16][CH:17]=2)[CH:12]=[CH:13][CH:14]=1)C1C=CC=CC=1.[H][H]. The yield is 0.750. (8) The reactants are [CH:1]1([C:4]2[CH:9]=[CH:8][C:7]([CH2:10][C:11]([O:13]C)=[O:12])=[CH:6][CH:5]=2)[CH2:3][CH2:2]1.O.[OH-].[Li+].Cl. The catalyst is C1COCC1.CO.O. The product is [CH:1]1([C:4]2[CH:9]=[CH:8][C:7]([CH2:10][C:11]([OH:13])=[O:12])=[CH:6][CH:5]=2)[CH2:2][CH2:3]1. The yield is 0.980. (9) The reactants are [NH2:1][C@H:2]1[CH2:7][CH2:6][C@H:5]([NH2:8])[CH2:4][CH2:3]1.O.C1COCC1.[C:15]([O:19][C:20](O[C:20]([O:19][C:15]([CH3:18])([CH3:17])[CH3:16])=[O:21])=[O:21])([CH3:18])([CH3:17])[CH3:16]. No catalyst specified. The product is [C:15]([O:19][C:20]([NH:1][CH:2]1[CH2:7][CH2:6][CH:5]([NH2:8])[CH2:4][CH2:3]1)=[O:21])([CH3:18])([CH3:17])[CH3:16]. The yield is 0.0630. (10) The product is [OH:29][B:25]1[C:22]2[CH:21]=[CH:20][C:19]([O:18][C:16]3[CH:15]=[CH:14][C:11]([C:12]#[N:13])=[C:10]([NH:9][CH2:8][CH2:7][OH:6])[N:17]=3)=[CH:24][C:23]=2[CH2:27][O:26]1. The yield is 0.130. The catalyst is CO. The reactants are C([Si](C)(C)[O:6][CH2:7][CH2:8][NH:9][C:10]1[N:17]=[C:16]([O:18][C:19]2[CH:24]=[CH:23][C:22]([B:25]3[O:29]C(C)(C)[C:27](C)(C)[O:26]3)=[C:21](C=O)[CH:20]=2)[CH:15]=[CH:14][C:11]=1[C:12]#[N:13])(C)(C)C.[BH4-].[Na+].Cl.